Dataset: Reaction yield outcomes from USPTO patents with 853,638 reactions. Task: Predict the reaction yield, written as a fraction of the theoretical maximum amount of product (1.0 means a 100% yield; for example, 0.34 means a 34% yield). (1) The reactants are [NH2:1][C:2]1[N:7]=[CH:6][C:5]([C:8]2[N:17]=[C:16]([NH:18][CH2:19][CH:20]([C:27]3[CH:32]=[CH:31][CH:30]=[CH:29][CH:28]=3)[C:21]3[CH:26]=[CH:25][CH:24]=[CH:23][CH:22]=3)[C:15]3[C:10](=[CH:11][CH:12]=[CH:13][CH:14]=3)[N:9]=2)=[CH:4][CH:3]=1.Br[CH2:34][C:35](=O)[C:36]([O:38][CH2:39][CH3:40])=[O:37].C(Cl)(Cl)Cl.CO. The catalyst is C(O)C. The product is [C:27]1([CH:20]([C:21]2[CH:22]=[CH:23][CH:24]=[CH:25][CH:26]=2)[CH2:19][NH:18][C:16]2[C:15]3[C:10](=[CH:11][CH:12]=[CH:13][CH:14]=3)[N:9]=[C:8]([C:5]3[CH:4]=[CH:3][C:2]4[N:7]([CH:34]=[C:35]([C:36]([O:38][CH2:39][CH3:40])=[O:37])[N:1]=4)[CH:6]=3)[N:17]=2)[CH:32]=[CH:31][CH:30]=[CH:29][CH:28]=1. The yield is 0.630. (2) The reactants are [CH3:1][C:2]1([CH2:8][C:9]([O:11]CC)=[O:10])[CH2:7][CH2:6][O:5][CH2:4][CH2:3]1.[OH-].[Na+]. The catalyst is C(O)C.O. The product is [CH3:1][C:2]1([CH2:8][C:9]([OH:11])=[O:10])[CH2:7][CH2:6][O:5][CH2:4][CH2:3]1. The yield is 0.940.